From a dataset of Catalyst prediction with 721,799 reactions and 888 catalyst types from USPTO. Predict which catalyst facilitates the given reaction. Reactant: [ClH:1].C[O:3][C:4]1[CH:9]=[CH:8][C:7]([S:10]([C:13]2[CH:14]=[C:15]3[C:19](=[CH:20][CH:21]=2)[N:18]([CH3:22])[C:17]2[CH2:23][CH:24]4[NH:28][CH:27]([C:16]3=2)[CH2:26][CH2:25]4)(=[O:12])=[O:11])=[CH:6][CH:5]=1.Br. Product: [ClH:1].[OH:3][C:4]1[CH:5]=[CH:6][C:7]([S:10]([C:13]2[CH:14]=[C:15]3[C:19](=[CH:20][CH:21]=2)[N:18]([CH3:22])[C:17]2[CH2:23][CH:24]4[NH:28][CH:27]([C:16]3=2)[CH2:26][CH2:25]4)(=[O:12])=[O:11])=[CH:8][CH:9]=1. The catalyst class is: 15.